Dataset: Forward reaction prediction with 1.9M reactions from USPTO patents (1976-2016). Task: Predict the product of the given reaction. (1) Given the reactants Br[C:2]1[CH:3]=[C:4]2[C:9](=[CH:10][CH:11]=1)[CH:8]=[N:7][C:6]([F:12])=[CH:5]2.[B:13](OCC)([O:17]CC)[O:14]CC.C([Li])CCC, predict the reaction product. The product is: [F:12][C:6]1[N:7]=[CH:8][C:9]2[C:4]([CH:5]=1)=[CH:3][C:2]([B:13]([OH:17])[OH:14])=[CH:11][CH:10]=2. (2) Given the reactants [S:1]1[C:5]2[CH:6]=[CH:7][CH:8]=[CH:9][C:4]=2[C:3]([CH2:10][CH2:11][CH2:12][O:13]C2CCCCO2)=[CH:2]1.O.C1(C)C=CC(S(O)(=O)=O)=CC=1.C(=O)([O-])O.[Na+], predict the reaction product. The product is: [S:1]1[C:5]2[CH:6]=[CH:7][CH:8]=[CH:9][C:4]=2[C:3]([CH2:10][CH2:11][CH2:12][OH:13])=[CH:2]1. (3) Given the reactants [Cl:1][C:2]1[N:7]=[C:6]([NH:8][CH:9]2[CH2:14][CH2:13][N:12]([C:15]([O:17][C:18]([CH3:21])([CH3:20])[CH3:19])=[O:16])[CH2:11][CH2:10]2)[C:5]([N+:22]([O-])=O)=[CH:4][N:3]=1.O.O.[Sn](Cl)Cl.N, predict the reaction product. The product is: [NH2:22][C:5]1[C:6]([NH:8][CH:9]2[CH2:10][CH2:11][N:12]([C:15]([O:17][C:18]([CH3:21])([CH3:20])[CH3:19])=[O:16])[CH2:13][CH2:14]2)=[N:7][C:2]([Cl:1])=[N:3][CH:4]=1. (4) Given the reactants [CH2:1]([N:8]([CH2:14][C:15]1[CH:16]=[C:17]([CH:25]=[CH:26][C:27]=1Br)[C:18]([NH:20][C:21]([CH3:24])([CH3:23])[CH3:22])=[O:19])[C:9]([CH:11]1[CH2:13][CH2:12]1)=[O:10])[C:2]1[CH:7]=[CH:6][CH:5]=[CH:4][CH:3]=1.[B:29]1([B:29]2[O:33][C:32]([CH3:35])([CH3:34])[C:31]([CH3:37])([CH3:36])[O:30]2)[O:33][C:32]([CH3:35])([CH3:34])[C:31]([CH3:37])([CH3:36])[O:30]1, predict the reaction product. The product is: [CH2:1]([N:8]([CH2:14][C:15]1[CH:16]=[C:17]([CH:25]=[CH:26][C:27]=1[B:29]1[O:33][C:32]([CH3:35])([CH3:34])[C:31]([CH3:37])([CH3:36])[O:30]1)[C:18]([NH:20][C:21]([CH3:24])([CH3:23])[CH3:22])=[O:19])[C:9]([CH:11]1[CH2:13][CH2:12]1)=[O:10])[C:2]1[CH:7]=[CH:6][CH:5]=[CH:4][CH:3]=1. (5) Given the reactants [N:1]1[CH:6]=[CH:5][N:4]=[CH:3][C:2]=1[CH2:7][C:8]([O:10][CH3:11])=[O:9].[Br-].[Li+].C(=O)(O)[O-].[Na+].Cl[CH2:20][CH:21]=O, predict the reaction product. The product is: [CH:3]1[C:2]2[N:1]([CH:20]=[CH:21][C:7]=2[C:8]([O:10][CH3:11])=[O:9])[CH:6]=[CH:5][N:4]=1.